From a dataset of Full USPTO retrosynthesis dataset with 1.9M reactions from patents (1976-2016). Predict the reactants needed to synthesize the given product. (1) Given the product [C:24]([O:23][C:22]([N:21]([CH3:29])[CH2:20][CH2:19][N:18]([CH3:30])[C:16]([C:14]1[S:15][C:11]([CH2:20][NH:21][C:22](=[O:28])[O:23][C:24]([CH3:27])([CH3:26])[CH3:25])=[CH:12][C:13]=1[CH3:31])=[O:17])=[O:28])([CH3:25])([CH3:26])[CH3:27], predict the reactants needed to synthesize it. The reactants are: [H-].[Na+].C(OC(N[C:11]1[S:15][C:14]([C:16]([N:18]([CH3:30])[CH2:19][CH2:20][N:21]([CH3:29])[C:22](=[O:28])[O:23][C:24]([CH3:27])([CH3:26])[CH3:25])=[O:17])=[C:13]([CH3:31])[CH:12]=1)=O)(C)(C)C.CI. (2) Given the product [C:12]([O:16][C:17]([N:19]1[CH2:24][CH2:23][C@@H:22]([C:25]2[CH:30]=[CH:29][CH:28]=[CH:27][CH:26]=2)[C@H:21]([CH2:31][O:11][C:6]2[CH:7]=[CH:8][CH:9]=[CH:10][C:5]=2[S:2]([CH3:1])(=[O:3])=[O:4])[CH2:20]1)=[O:18])([CH3:15])([CH3:13])[CH3:14], predict the reactants needed to synthesize it. The reactants are: [CH3:1][S:2]([C:5]1[CH:10]=[CH:9][CH:8]=[CH:7][C:6]=1[OH:11])(=[O:4])=[O:3].[C:12]([O:16][C:17]([N:19]1[CH2:24][CH2:23][C@@H:22]([C:25]2[CH:30]=[CH:29][CH:28]=[CH:27][CH:26]=2)[C@H:21]([CH2:31]OS(C)(=O)=O)[CH2:20]1)=[O:18])([CH3:15])([CH3:14])[CH3:13]. (3) Given the product [F:25][C:4]1[CH:3]=[C:2]([NH:1][C:70]([NH:69][C:67](=[O:68])[CH2:66][C:61]2[CH:62]=[CH:63][CH:64]=[CH:65][C:60]=2[O:59][CH3:58])=[S:71])[CH:24]=[CH:23][C:5]=1[O:6][C:7]1[CH:12]=[CH:11][N:10]=[C:9]2[CH:13]=[C:14]([C:16]([N:18]3[CH2:19][CH:20]([OH:22])[CH2:21]3)=[O:17])[S:15][C:8]=12, predict the reactants needed to synthesize it. The reactants are: [NH2:1][C:2]1[CH:24]=[CH:23][C:5]([O:6][C:7]2[CH:12]=[CH:11][N:10]=[C:9]3[CH:13]=[C:14]([C:16]([N:18]4[CH2:21][CH:20]([OH:22])[CH2:19]4)=[O:17])[S:15][C:8]=23)=[C:4]([F:25])[CH:3]=1.CSC1SC2C(=NC=CC=2OC2C=CC(NC(NC(=O)CC3C=CC=CC=3)=S)=CC=2F)C=1.[CH3:58][O:59][C:60]1[CH:65]=[CH:64][CH:63]=[CH:62][C:61]=1[CH2:66][C:67]([N:69]=[C:70]=[S:71])=[O:68]. (4) Given the product [F:44][C:43]1[CH:42]=[CH:41][CH:40]=[C:39]([F:45])[C:38]=1[C:33]1[N:32]=[C:31]([C:29]([NH:28][C:12]2[C:13]([N:14]3[CH2:19][CH2:18][CH2:17][C@H:16]([NH:20][C:21](=[O:22])[O:23][C:24]([CH3:25])([CH3:26])[CH3:27])[CH2:15]3)=[C:8]3[CH2:7][CH2:6][CH:5]([OH:4])[C:9]3=[N:10][CH:11]=2)=[O:30])[CH:36]=[CH:35][C:34]=1[F:37], predict the reactants needed to synthesize it. The reactants are: C([O:4][CH:5]1[C:9]2=[N:10][CH:11]=[C:12]([NH:28][C:29]([C:31]3[CH:36]=[CH:35][C:34]([F:37])=[C:33]([C:38]4[C:43]([F:44])=[CH:42][CH:41]=[CH:40][C:39]=4[F:45])[N:32]=3)=[O:30])[C:13]([N:14]3[CH2:19][CH2:18][CH2:17][C@H:16]([NH:20][C:21]([O:23][C:24]([CH3:27])([CH3:26])[CH3:25])=[O:22])[CH2:15]3)=[C:8]2[CH2:7][CH2:6]1)(=O)C.CO.[OH-].[Na+]. (5) Given the product [F:1][C:2]([F:11])([F:12])[O:3][C:4]1[CH:5]=[C:6]([NH:7][CH2:16][CH:15]([OH:17])[C:14]([F:19])([F:18])[F:13])[CH:8]=[CH:9][CH:10]=1, predict the reactants needed to synthesize it. The reactants are: [F:1][C:2]([F:12])([F:11])[O:3][C:4]1[CH:5]=[C:6]([CH:8]=[CH:9][CH:10]=1)[NH2:7].[F:13][C:14]([F:19])([F:18])[CH:15]1[O:17][CH2:16]1. (6) Given the product [OH:26][C@H:25]([CH2:27][N:28]1[CH2:32][CH2:31][CH2:30][CH2:29]1)[CH2:24][O:23][C:17]1[CH:16]=[C:15]2[C:20]([C:11]([O:10][C:6]3[CH:5]=[C:4]4[C:9](=[CH:8][CH:7]=3)[NH:1][CH:2]=[CH:3]4)=[N:12][CH:13]=[N:14]2)=[CH:19][C:18]=1[O:21][CH3:22], predict the reactants needed to synthesize it. The reactants are: [NH:1]1[C:9]2[C:4](=[CH:5][C:6]([O:10][C:11]3[C:20]4[C:15](=[CH:16][C:17]([O:23][CH2:24][C@H:25]5[CH2:27][O:26]5)=[C:18]([O:21][CH3:22])[CH:19]=4)[N:14]=[CH:13][N:12]=3)=[CH:7][CH:8]=2)[CH:3]=[CH:2]1.[NH:28]1[CH2:32][CH2:31][CH2:30][CH2:29]1. (7) Given the product [CH2:1]([O:8][C:9]1[CH:14]=[CH:13][C:12](/[CH:19]=[CH:20]/[C:21]([F:24])([F:23])[F:22])=[CH:11][CH:10]=1)[C:2]1[CH:7]=[CH:6][CH:5]=[CH:4][CH:3]=1, predict the reactants needed to synthesize it. The reactants are: [CH2:1]([O:8][C:9]1[CH:14]=[CH:13][C:12](B(O)O)=[CH:11][CH:10]=1)[C:2]1[CH:7]=[CH:6][CH:5]=[CH:4][CH:3]=1.Br/[CH:19]=[CH:20]/[C:21]([F:24])([F:23])[F:22].C(=O)([O-])[O-].[Cs+].[Cs+].